From a dataset of NCI-60 drug combinations with 297,098 pairs across 59 cell lines. Regression. Given two drug SMILES strings and cell line genomic features, predict the synergy score measuring deviation from expected non-interaction effect. (1) Drug 1: C(CC(=O)O)C(=O)CN.Cl. Drug 2: CC1C(C(CC(O1)OC2CC(CC3=C2C(=C4C(=C3O)C(=O)C5=CC=CC=C5C4=O)O)(C(=O)C)O)N)O. Cell line: LOX IMVI. Synergy scores: CSS=42.8, Synergy_ZIP=-2.30, Synergy_Bliss=-6.82, Synergy_Loewe=-5.18, Synergy_HSA=-3.36. (2) Drug 1: CCCCCOC(=O)NC1=NC(=O)N(C=C1F)C2C(C(C(O2)C)O)O. Drug 2: C1=NC2=C(N=C(N=C2N1C3C(C(C(O3)CO)O)F)Cl)N. Cell line: NCI-H322M. Synergy scores: CSS=-0.638, Synergy_ZIP=-2.50, Synergy_Bliss=-5.63, Synergy_Loewe=-2.57, Synergy_HSA=-3.66. (3) Drug 1: CN1C(=O)N2C=NC(=C2N=N1)C(=O)N. Drug 2: C1=NC(=NC(=O)N1C2C(C(C(O2)CO)O)O)N. Cell line: HL-60(TB). Synergy scores: CSS=73.2, Synergy_ZIP=-3.04, Synergy_Bliss=-4.65, Synergy_Loewe=-11.1, Synergy_HSA=-2.88.